Dataset: Forward reaction prediction with 1.9M reactions from USPTO patents (1976-2016). Task: Predict the product of the given reaction. Given the reactants [CH3:1][C:2]1([CH3:41])[O:7][C:6]2[CH:8]=[CH:9][C:10]([C@H:12]3[O:16]C(=O)[N:14]([CH2:18][CH2:19][C:20]4[CH:21]=[CH:22][C:23]5[O:28][CH2:27][C@@H:26]([CH2:29][O:30][CH2:31][C:32]6[CH:33]=[C:34]([CH:37]=[CH:38][CH:39]=6)[C:35]#[N:36])[O:25][C:24]=5[CH:40]=4)[CH2:13]3)=[CH:11][C:5]=2[CH2:4][O:3]1.C[Si](C)(C)[O-].[K+], predict the reaction product. The product is: [CH3:1][C:2]1([CH3:41])[O:7][C:6]2[CH:8]=[CH:9][C:10]([C@@H:12]([OH:16])[CH2:13][NH:14][CH2:18][CH2:19][C:20]3[CH:21]=[CH:22][C:23]4[O:28][CH2:27][C@@H:26]([CH2:29][O:30][CH2:31][C:32]5[CH:33]=[C:34]([CH:37]=[CH:38][CH:39]=5)[C:35]#[N:36])[O:25][C:24]=4[CH:40]=3)=[CH:11][C:5]=2[CH2:4][O:3]1.